Dataset: Full USPTO retrosynthesis dataset with 1.9M reactions from patents (1976-2016). Task: Predict the reactants needed to synthesize the given product. (1) Given the product [CH2:3]([C:9]1[CH:10]=[C:11]2[C:16](=[CH:17][CH:18]=1)[C:15]([C:19]([NH:21][C:22]1[CH:23]=[C:24]([CH:33]=[CH:34][CH:35]=1)[O:25][CH2:26][C:27]([OH:29])=[O:28])=[O:20])=[CH:14][CH:13]=[CH:12]2)[CH2:4][CH2:5][CH2:6][CH2:7][CH3:8], predict the reactants needed to synthesize it. The reactants are: [OH-].[Li+].[CH2:3]([C:9]1[CH:10]=[C:11]2[C:16](=[CH:17][CH:18]=1)[C:15]([C:19]([NH:21][C:22]1[CH:23]=[C:24]([CH:33]=[CH:34][CH:35]=1)[O:25][CH2:26][C:27]([O:29]C(C)C)=[O:28])=[O:20])=[CH:14][CH:13]=[CH:12]2)[CH2:4][CH2:5][CH2:6][CH2:7][CH3:8]. (2) Given the product [CH:22]12[N:17]([C:4]3[N:5]=[C:6]([C:8]4[CH:13]=[CH:12][C:11]([N+:14]([O-:16])=[O:15])=[CH:10][CH:9]=4)[N:7]=[C:2]([NH:14][CH:11]([CH3:12])[CH3:10])[CH:3]=3)[CH:18]([CH2:24][CH2:23]1)[CH2:19][O:20][CH2:21]2, predict the reactants needed to synthesize it. The reactants are: Cl[C:2]1[N:7]=[C:6]([C:8]2[CH:13]=[CH:12][C:11]([N+:14]([O-:16])=[O:15])=[CH:10][CH:9]=2)[N:5]=[C:4]([N:17]2[CH:22]3[CH2:23][CH2:24][CH:18]2[CH2:19][O:20][CH2:21]3)[CH:3]=1. (3) Given the product [C:19]([O:23][C:24](=[O:25])[N:8]([C:6]1[CH:5]=[N:4][C:3]([I:16])=[C:2]([Cl:1])[N:7]=1)[CH2:9][CH:10]1[CH2:15][CH2:14][O:13][CH2:12][CH2:11]1)([CH3:22])([CH3:21])[CH3:20], predict the reactants needed to synthesize it. The reactants are: [Cl:1][C:2]1[N:7]=[C:6]([NH:8][CH2:9][CH:10]2[CH2:15][CH2:14][O:13][CH2:12][CH2:11]2)[CH:5]=[N:4][C:3]=1[I:16].[H-].[Na+].[C:19]([O:23][C:24](O[C:24]([O:23][C:19]([CH3:22])([CH3:21])[CH3:20])=[O:25])=[O:25])([CH3:22])([CH3:21])[CH3:20]. (4) The reactants are: [F:1][C:2]([F:21])([F:20])[S:3]([O:6][C:7]1[CH:8]=[C:9]2[C:14](=[CH:15][CH:16]=1)[C:13]([CH3:18])([CH3:17])[O:12][CH2:11][C:10]2=[O:19])(=[O:5])=[O:4].[BH4-].[Na+]. Given the product [F:21][C:2]([F:1])([F:20])[S:3]([O:6][C:7]1[CH:8]=[C:9]2[C:14](=[CH:15][CH:16]=1)[C:13]([CH3:18])([CH3:17])[O:12][CH2:11][CH:10]2[OH:19])(=[O:4])=[O:5], predict the reactants needed to synthesize it.